Dataset: Reaction yield outcomes from USPTO patents with 853,638 reactions. Task: Predict the reaction yield, written as a fraction of the theoretical maximum amount of product (1.0 means a 100% yield; for example, 0.34 means a 34% yield). (1) The reactants are Cl[C:2]1[N:7]=[CH:6][C:5]([C:8]2[NH:12][C:11]3[CH:13]=[CH:14][CH:15]=[C:16]([C:17]([NH:19][C:20]4[S:21][CH:22]=[CH:23][N:24]=4)=[O:18])[C:10]=3[N:9]=2)=[CH:4][CH:3]=1.[NH:25]1[CH2:30][CH2:29][O:28][CH2:27][CH2:26]1. The catalyst is CS(C)=O.O. The product is [O:28]1[CH2:29][CH2:30][N:25]([C:2]2[N:7]=[CH:6][C:5]([C:8]3[NH:12][C:11]4[CH:13]=[CH:14][CH:15]=[C:16]([C:17]([NH:19][C:20]5[S:21][CH:22]=[CH:23][N:24]=5)=[O:18])[C:10]=4[N:9]=3)=[CH:4][CH:3]=2)[CH2:26][CH2:27]1. The yield is 0.570. (2) The reactants are [OH:1][C@@H:2]([C:23]1[CH:28]=[CH:27][CH:26]=[CH:25][CH:24]=1)[CH2:3][CH2:4][N:5]1[CH2:10][CH2:9][CH:8]([C:11]2[CH:12]=[C:13]([NH:17][C:18](=[O:22])[CH:19]([CH3:21])[CH3:20])[CH:14]=[CH:15][CH:16]=2)[CH2:7][CH2:6]1.[Br:29][C:30]1[CH:35]=[CH:34][C:33](O)=[CH:32][CH:31]=1.C1(P(C2C=CC=CC=2)C2C=CC=CC=2)C=CC=CC=1.N(C(OCC)=O)=NC(OCC)=O.N. The catalyst is C1COCC1.C(Cl)(Cl)Cl. The product is [Br:29][C:30]1[CH:35]=[CH:34][C:33]([O:1][C@H:2]([C:23]2[CH:24]=[CH:25][CH:26]=[CH:27][CH:28]=2)[CH2:3][CH2:4][N:5]2[CH2:10][CH2:9][CH:8]([C:11]3[CH:12]=[C:13]([NH:17][C:18](=[O:22])[CH:19]([CH3:21])[CH3:20])[CH:14]=[CH:15][CH:16]=3)[CH2:7][CH2:6]2)=[CH:32][CH:31]=1. The yield is 0.0960. (3) The reactants are C(O[CH:4](OCC)[CH2:5][NH:6][C:7]([NH:9][C:10]1[CH:15]=[CH:14][CH:13]=[CH:12][CH:11]=1)=[NH:8])C.[OH-].[Na+]. The catalyst is Cl. The product is [C:10]1([NH:9][C:7]2[NH:8][CH:4]=[CH:5][N:6]=2)[CH:15]=[CH:14][CH:13]=[CH:12][CH:11]=1. The yield is 0.500.